This data is from Peptide-MHC class I binding affinity with 185,985 pairs from IEDB/IMGT. The task is: Regression. Given a peptide amino acid sequence and an MHC pseudo amino acid sequence, predict their binding affinity value. This is MHC class I binding data. (1) The peptide sequence is RPHTPQFLF. The MHC is HLA-B07:02 with pseudo-sequence HLA-B07:02. The binding affinity (normalized) is 0.327. (2) The peptide sequence is TPVEIVVDM. The MHC is HLA-B53:01 with pseudo-sequence HLA-B53:01. The binding affinity (normalized) is 0.532. (3) The peptide sequence is EELRSLFNTV. The MHC is HLA-A68:02 with pseudo-sequence HLA-A68:02. The binding affinity (normalized) is 0.465. (4) The peptide sequence is KVMDFGIAR. The MHC is HLA-A68:02 with pseudo-sequence HLA-A68:02. The binding affinity (normalized) is 0.319. (5) The peptide sequence is FSDVSHWWQ. The MHC is HLA-B39:01 with pseudo-sequence HLA-B39:01. The binding affinity (normalized) is 0.0847. (6) The peptide sequence is TVLGVSIL. The MHC is HLA-A68:02 with pseudo-sequence HLA-A68:02. The binding affinity (normalized) is 0.106. (7) The peptide sequence is DYIYLPLLK. The MHC is HLA-A31:01 with pseudo-sequence HLA-A31:01. The binding affinity (normalized) is 0.0195. (8) The peptide sequence is SIHLTKTDK. The MHC is HLA-A33:01 with pseudo-sequence HLA-A33:01. The binding affinity (normalized) is 0.00326. (9) The peptide sequence is SHAKVLVTF. The MHC is HLA-B08:01 with pseudo-sequence HLA-B08:01. The binding affinity (normalized) is 0.0847.